From a dataset of TCR-epitope binding with 47,182 pairs between 192 epitopes and 23,139 TCRs. Binary Classification. Given a T-cell receptor sequence (or CDR3 region) and an epitope sequence, predict whether binding occurs between them. (1) The epitope is VLWAHGFEL. The TCR CDR3 sequence is CASSQPSYEQYF. Result: 0 (the TCR does not bind to the epitope). (2) The epitope is KLPDDFTGCV. The TCR CDR3 sequence is CASSQDFFSTDTQYF. Result: 1 (the TCR binds to the epitope). (3) Result: 0 (the TCR does not bind to the epitope). The TCR CDR3 sequence is CASSLGTSISYEQYF. The epitope is ARMILMTHF.